Binary Classification. Given a miRNA mature sequence and a target amino acid sequence, predict their likelihood of interaction. From a dataset of Experimentally validated miRNA-target interactions with 360,000+ pairs, plus equal number of negative samples. (1) The miRNA is mmu-miR-1955-5p with sequence AGUCCCAGGAUGCACUGCAGCUUUU. The protein sequence of the target gene is MAGGPPKALPSTGPHSLRDMPHPLAGSSSEEAVGGDSTPSPDLLMARSFGDKDLILPNGGTPAGTSSPASSSSLLNRLQLDDDIDGETRDLFVIVDDPKKHVCTMETYITYRITTKSTRVEFDLPEYSVRRRYQDFDWLRSKLEESQPTHLIPPLPEKFVVKGVVDRFSEEFVETRRKALDKFLKRITDHPVLSFNEHFNIFLTAKDLNAYKKQGIALLTRMGESVKHVTGGYKLRTRPLEFAAIGDYLDTFALKLGTIDRIAQRIIKEEIEYLVELREYGPVYSTWSALEGELAEPLEG.... Result: 0 (no interaction). (2) The miRNA is mmu-miR-211-5p with sequence UUCCCUUUGUCAUCCUUUGCCU. The protein sequence of the target gene is MSRGSSAGFDRHITIFSPEGRLYQVEYAFKAINQGGLTSVAVRGKDCAVIVTQKKVPDKLLDSSTVTHLFKITENIGCVMTGMTADSRSQVQRARYEAANWKYKYGYEIPVDMLCKRIADISQVYTQNAEMRPLGCCMILIGIDEEQGPQVYKCDPAGYYCGFKATAAGVKQTESTSFLEKKVKKKFDWTFEQTVETAITCLSTVLSIDFKPSEIEVGVVTVENPKFRILTEAEIDAHLVALAERD. Result: 0 (no interaction).